From a dataset of Full USPTO retrosynthesis dataset with 1.9M reactions from patents (1976-2016). Predict the reactants needed to synthesize the given product. Given the product [Cl:1][C:2]1[C:25]([F:26])=[CH:24][CH:23]=[C:22]([F:27])[C:3]=1[CH2:4][N:5]1[CH2:10][CH2:9][NH:8][C:7]2[N:11]=[CH:12][C:13]([C:36]3[CH:41]=[CH:40][CH:39]=[C:38]([N:42]4[CH2:43][CH2:44][O:45][CH2:46][CH2:47]4)[CH:37]=3)=[CH:14][C:6]1=2, predict the reactants needed to synthesize it. The reactants are: [Cl:1][C:2]1[C:25]([F:26])=[CH:24][CH:23]=[C:22]([F:27])[C:3]=1[CH2:4][N:5]1[CH2:10][CH2:9][NH:8][C:7]2[N:11]=[CH:12][C:13](C3C=CN=C(Cl)C=3)=[CH:14][C:6]1=2.CC1(C)C(C)(C)OB([C:36]2[CH:37]=[C:38]([N:42]3[CH2:47][CH2:46][O:45][CH2:44][CH2:43]3)[CH:39]=[CH:40][CH:41]=2)O1.